Dataset: Forward reaction prediction with 1.9M reactions from USPTO patents (1976-2016). Task: Predict the product of the given reaction. (1) Given the reactants [CH3:1][NH:2][CH2:3][CH2:4][CH2:5][CH2:6][CH2:7][CH2:8][CH2:9][CH2:10][CH2:11][N:12]1[CH2:17][CH2:16][CH:15]([O:18][C:19](=[O:33])[NH:20][C:21]2[CH:26]=[CH:25][CH:24]=[CH:23][C:22]=2[C:27]2[CH:32]=[CH:31][CH:30]=[CH:29][CH:28]=2)[CH2:14][CH2:13]1.C1(N)C(F)=C(F)C(F)=C(N)C=1F.Cl.Cl.[F:48][C:49]1[C:50]([OH:58])=[C:51]([CH:55]=[CH:56][CH:57]=1)[C:52]([OH:54])=O, predict the reaction product. The product is: [F:48][C:49]1[C:50]([OH:58])=[C:51]([CH:55]=[CH:56][CH:57]=1)[C:52]([N:2]([CH3:1])[CH2:3][CH2:4][CH2:5][CH2:6][CH2:7][CH2:8][CH2:9][CH2:10][CH2:11][N:12]1[CH2:13][CH2:14][CH:15]([O:18][C:19](=[O:33])[NH:20][C:21]2[CH:26]=[CH:25][CH:24]=[CH:23][C:22]=2[C:27]2[CH:28]=[CH:29][CH:30]=[CH:31][CH:32]=2)[CH2:16][CH2:17]1)=[O:54]. (2) Given the reactants Br[C:2]1[S:10][C:9]2[C:8](=[O:11])[NH:7][C:6]([CH3:13])([CH3:12])[N:5]([CH2:14][C:15]([O:17][CH2:18][CH3:19])=[O:16])[C:4]=2[CH:3]=1.CC1(C)C(C)(C)OB([C:28]2[CH:29]=[N:30][N:31](C(OC(C)(C)C)=O)[CH:32]=2)O1.[O-]P([O-])([O-])=O.[K+].[K+].[K+], predict the reaction product. The product is: [CH3:12][C:6]1([CH3:13])[N:5]([CH2:14][C:15]([O:17][CH2:18][CH3:19])=[O:16])[C:4]2[CH:3]=[C:2]([C:28]3[CH:29]=[N:30][NH:31][CH:32]=3)[S:10][C:9]=2[C:8](=[O:11])[NH:7]1. (3) Given the reactants [Cl:1][C:2]1[CH:3]=[C:4](/[CH:9]=[CH:10]/[C:11]([N:13]2[CH2:19][CH2:18][C:17](=[O:20])[N:16]([CH2:21][CH2:22][CH2:23][CH2:24]I)[CH2:15][CH2:14]2)=[O:12])[CH:5]=[CH:6][C:7]=1[Cl:8].[NH:26]1[CH2:31][CH2:30][CH2:29][CH2:28][CH2:27]1.[I-].[Na+], predict the reaction product. The product is: [Cl:1][C:2]1[CH:3]=[C:4](/[CH:9]=[CH:10]/[C:11]([N:13]2[CH2:19][CH2:18][C:17](=[O:20])[N:16]([CH2:21][CH2:22][CH2:23][CH2:24][N:26]3[CH2:31][CH2:30][CH2:29][CH2:28][CH2:27]3)[CH2:15][CH2:14]2)=[O:12])[CH:5]=[CH:6][C:7]=1[Cl:8]. (4) Given the reactants [CH3:1][NH:2][C@H:3]1[CH2:8][CH2:7][C@H:6]([CH2:9][CH2:10][CH2:11][CH2:12][CH2:13]OS(C)(=O)=O)[CH2:5][CH2:4]1.FC(F)(F)C(O)=O.Cl[C:27]([O:29][C:30]1[CH:35]=[CH:34][C:33]([Cl:36])=[CH:32][CH:31]=1)=[O:28].[NH:37]1[CH2:42][CH2:41][CH2:40][CH2:39][CH2:38]1, predict the reaction product. The product is: [Cl:36][C:33]1[CH:34]=[CH:35][C:30]([O:29][C:27](=[O:28])[N:2]([CH3:1])[C@H:3]2[CH2:4][CH2:5][C@H:6]([CH2:9][CH2:10][CH2:11][CH2:12][CH2:13][N:37]3[CH2:42][CH2:41][CH2:40][CH2:39][CH2:38]3)[CH2:7][CH2:8]2)=[CH:31][CH:32]=1. (5) Given the reactants [C:1]([C:4]1[CH:8]=[C:7]([CH2:9][NH:10]C(=O)OC(C)(C)C)[O:6][N:5]=1)(=[O:3])[NH2:2].[ClH:18], predict the reaction product. The product is: [ClH:18].[NH2:10][CH2:9][C:7]1[O:6][N:5]=[C:4]([C:1]([NH2:2])=[O:3])[CH:8]=1. (6) Given the reactants C([N:4]1[C:9]2=[CH:10][CH:11]=[C:12]3[C:17]([N:16]=[C:15]([CH:18]([CH3:20])[CH3:19])[N:14]([C:21]4[CH:26]=[CH:25][C:24]([Cl:27])=[CH:23][CH:22]=4)[C:13]3=[O:28])=[C:8]2[CH:7]([CH:29]([CH3:31])[CH3:30])[CH2:6][CH2:5]1)(=O)C.[OH-].[K+], predict the reaction product. The product is: [Cl:27][C:24]1[CH:23]=[CH:22][C:21]([N:14]2[C:13](=[O:28])[C:12]3[C:17](=[C:8]4[CH:7]([CH:29]([CH3:30])[CH3:31])[CH2:6][CH2:5][NH:4][C:9]4=[CH:10][CH:11]=3)[N:16]=[C:15]2[CH:18]([CH3:20])[CH3:19])=[CH:26][CH:25]=1.